From a dataset of CYP1A2 inhibition data for predicting drug metabolism from PubChem BioAssay. Regression/Classification. Given a drug SMILES string, predict its absorption, distribution, metabolism, or excretion properties. Task type varies by dataset: regression for continuous measurements (e.g., permeability, clearance, half-life) or binary classification for categorical outcomes (e.g., BBB penetration, CYP inhibition). Dataset: cyp1a2_veith. (1) The drug is C[N+]1([C@H](CO)Cc2c[nH]c3ccccc23)Cc2ccccc2C1.O=S(=O)(O)c1ccccc1. The result is 0 (non-inhibitor). (2) The drug is CN(C)Cc1ccccc1-c1nc(N2CCOCC2)c2ccccc2n1. The result is 1 (inhibitor). (3) The drug is COc1c(O)cc2c(c1O)[C@@H]1O[C@@H](CO)[C@@H](O)[C@@H](O)[C@@H]1OC2=O.O. The result is 0 (non-inhibitor). (4) The result is 1 (inhibitor). The molecule is Cc1cccc(CNc2ccnc(-c3ccccc3Cl)n2)c1.